From a dataset of Peptide-MHC class I binding affinity with 185,985 pairs from IEDB/IMGT. Regression. Given a peptide amino acid sequence and an MHC pseudo amino acid sequence, predict their binding affinity value. This is MHC class I binding data. The peptide sequence is KLGDKGSPYY. The MHC is HLA-A33:01 with pseudo-sequence HLA-A33:01. The binding affinity (normalized) is 0.0221.